Dataset: Forward reaction prediction with 1.9M reactions from USPTO patents (1976-2016). Task: Predict the product of the given reaction. (1) The product is: [NH2:1][C:2]1[C:3]([C:15]([NH2:19])=[O:17])=[N:4][C:5]([C:8]2[CH:13]=[CH:12][CH:11]=[C:10]([Br:14])[CH:9]=2)=[CH:6][N:7]=1. Given the reactants [NH2:1][C:2]1[C:3]([C:15]([O:17]C)=O)=[N:4][C:5]([C:8]2[CH:13]=[CH:12][CH:11]=[C:10]([Br:14])[CH:9]=2)=[CH:6][N:7]=1.[NH3:19], predict the reaction product. (2) The product is: [NH2:1][C:4]1[CH:9]=[CH:8][C:7]([S:10]([O:13][C:14]2[CH:19]=[CH:18][C:17]([CH3:20])=[CH:16][CH:15]=2)(=[O:12])=[O:11])=[CH:6][CH:5]=1. Given the reactants [N+:1]([C:4]1[CH:9]=[CH:8][C:7]([S:10]([O:13][C:14]2[CH:19]=[CH:18][C:17]([CH3:20])=[CH:16][CH:15]=2)(=[O:12])=[O:11])=[CH:6][CH:5]=1)([O-])=O.[NH4+].[Cl-], predict the reaction product.